The task is: Predict the reaction yield, written as a fraction of the theoretical maximum amount of product (1.0 means a 100% yield; for example, 0.34 means a 34% yield).. This data is from Reaction yield outcomes from USPTO patents with 853,638 reactions. (1) The reactants are [F:1][C:2]1[CH:11]=[C:10]([F:12])[CH:9]=[C:8]2[C:3]=1[CH:4]([O:13][C:14]1[C:22]3[N:21]=[C:20]([CH3:23])[NH:19][C:18]=3[CH:17]=[C:16]([C:24]([OH:26])=O)[CH:15]=1)[CH2:5][CH2:6][O:7]2.[CH3:27][NH:28][CH2:29][CH2:30][OH:31]. No catalyst specified. The product is [F:1][C:2]1[CH:11]=[C:10]([F:12])[CH:9]=[C:8]2[C:3]=1[CH:4]([O:13][C:14]1[C:22]3[N:21]=[C:20]([CH3:23])[NH:19][C:18]=3[CH:17]=[C:16]([C:24]([N:28]([CH2:29][CH2:30][OH:31])[CH3:27])=[O:26])[CH:15]=1)[CH2:5][CH2:6][O:7]2. The yield is 0.400. (2) The reactants are N(C(OCC)=O)=NC(OCC)=O.C1(C)C=CC=CC=1.O[CH2:21][C@H:22]([NH:32][S:33]([C:36]1[CH:41]=[CH:40][CH:39]=[CH:38][C:37]=1[N+:42]([O-:44])=[O:43])(=[O:35])=[O:34])[C@@H:23]1[CH2:27][C@@H:26]([CH:28]([CH3:30])[CH3:29])[C:25](=[O:31])[O:24]1.C1(P(C2C=CC=CC=2)C2C=CC=CC=2)C=CC=CC=1. The catalyst is O1CCCC1. The product is [CH:28]([C@@H:26]1[CH2:27][C@@H:23]([CH:22]2[CH2:21][N@@:32]2[S:33]([C:36]2[CH:41]=[CH:40][CH:39]=[CH:38][C:37]=2[N+:42]([O-:44])=[O:43])(=[O:35])=[O:34])[O:24][C:25]1=[O:31])([CH3:30])[CH3:29]. The yield is 0.890. (3) The reactants are [CH3:1][O:2][C:3]1[CH:4]=[C:5]2[C:10](=[CH:11][CH:12]=1)[C:9](=[O:13])[CH2:8][CH2:7][CH2:6]2.[Cl:14]N1C(=O)CCC1=O.S(=O)(=O)(O)O. The catalyst is O. The product is [Cl:14][C:4]1[C:3]([O:2][CH3:1])=[CH:12][CH:11]=[C:10]2[C:5]=1[CH2:6][CH2:7][CH2:8][C:9]2=[O:13]. The yield is 0.340. (4) The catalyst is C(Cl)Cl. The product is [F:1][C:2]1[CH:3]=[C:4]([OH:9])[CH:5]=[CH:6][C:7]=1[CH3:8]. The reactants are [F:1][C:2]1[CH:3]=[C:4]([O:9]C)[CH:5]=[CH:6][C:7]=1[CH3:8].B(Br)(Br)Br. The yield is 0.750. (5) The reactants are [CH3:1][O:2][C:3](=[O:16])[CH2:4][C:5]1[CH:6]=[N:7][C:8]([CH2:14][CH3:15])=[C:9]([CH2:11][CH:12]=C)[CH:10]=1.[O:17]=[O+][O-].CSC. The catalyst is CO.ClCCl. The product is [CH3:1][O:2][C:3](=[O:16])[CH2:4][C:5]1[CH:6]=[N:7][C:8]([CH2:14][CH3:15])=[C:9]([CH2:11][CH:12]=[O:17])[CH:10]=1. The yield is 0.780. (6) The reactants are C(OC([NH:8][CH2:9][C:10]1[C:11]([C:27]2[CH:32]=[CH:31][C:30]([CH3:33])=[CH:29][CH:28]=2)=[C:12]([CH2:23][C:24]([OH:26])=[O:25])[C:13]([CH2:21][CH3:22])=[N:14][C:15]=1[CH2:16][C:17]([CH3:20])([CH3:19])[CH3:18])=O)(C)(C)C.[ClH:34]. No catalyst specified. The product is [ClH:34].[ClH:34].[NH2:8][CH2:9][C:10]1[C:11]([C:27]2[CH:32]=[CH:31][C:30]([CH3:33])=[CH:29][CH:28]=2)=[C:12]([CH2:23][C:24]([OH:26])=[O:25])[C:13]([CH2:21][CH3:22])=[N:14][C:15]=1[CH2:16][C:17]([CH3:19])([CH3:20])[CH3:18]. The yield is 0.990. (7) The reactants are [OH:1][C:2]1[CH:7]=[CH:6][C:5]([CH2:8][CH2:9][C:10]([OH:12])=O)=[CH:4][CH:3]=1.[CH2:13]1[C:22]2[C:17](=[CH:18][CH:19]=[CH:20][CH:21]=2)[CH2:16][CH2:15][NH:14]1.CN(C(ON1N=NC2C=CC=CC1=2)=[N+](C)C)C.[B-](F)(F)(F)F.CCN(C(C)C)C(C)C.C(=O)([O-])O.[Na+]. The catalyst is CN(C=O)C. The product is [CH2:13]1[C:22]2[C:17](=[CH:18][CH:19]=[CH:20][CH:21]=2)[CH2:16][CH2:15][N:14]1[C:10](=[O:12])[CH2:9][CH2:8][C:5]1[CH:4]=[CH:3][C:2]([OH:1])=[CH:7][CH:6]=1. The yield is 0.890.